The task is: Predict the reactants needed to synthesize the given product.. This data is from Full USPTO retrosynthesis dataset with 1.9M reactions from patents (1976-2016). (1) Given the product [F:39][C:40]([F:58])([F:57])[C:41]1[CH:42]=[C:43]([C:51]([CH3:56])([CH3:55])[C:52]([N:16]([C:17]2[C:18]([O:25][C:26]3[CH:31]=[CH:30][C:29]([F:32])=[CH:28][CH:27]=3)=[N:19][C:20]([S:23][CH3:24])=[N:21][CH:22]=2)[CH3:15])=[O:53])[CH:44]=[C:45]([C:47]([F:50])([F:49])[F:48])[CH:46]=1, predict the reactants needed to synthesize it. The reactants are: CI.FC(F)(F)C(O)=O.C(O[C:15](=O)[NH:16][C:17]1[C:18]([O:25][C:26]2[CH:31]=[CH:30][C:29]([F:32])=[CH:28][CH:27]=2)=[N:19][C:20]([S:23][CH3:24])=[N:21][CH:22]=1)(C)(C)C.C(O)(C)(C)C.[F:39][C:40]([F:58])([F:57])[C:41]1[CH:42]=[C:43]([C:51]([CH3:56])([CH3:55])[C:52](Cl)=[O:53])[CH:44]=[C:45]([C:47]([F:50])([F:49])[F:48])[CH:46]=1. (2) Given the product [CH3:21][N:22]([CH3:26])[C:23](=[O:24])[NH:1][C:2]1[CH:7]=[C:6]([C:8]2[S:9][CH:10]=[CH:11][CH:12]=2)[CH:5]=[CH:4][C:3]=1[NH:13][C:14](=[O:20])[O:15][C:16]([CH3:17])([CH3:19])[CH3:18], predict the reactants needed to synthesize it. The reactants are: [NH2:1][C:2]1[CH:7]=[C:6]([C:8]2[S:9][CH:10]=[CH:11][CH:12]=2)[CH:5]=[CH:4][C:3]=1[NH:13][C:14](=[O:20])[O:15][C:16]([CH3:19])([CH3:18])[CH3:17].[CH3:21][N:22]([CH3:26])[C:23](Cl)=[O:24]. (3) Given the product [ClH:22].[F:21][C:18]([F:19])([F:20])[CH2:17][C:13]1[CH:14]=[C:15]2[C:10](=[CH:11][CH:12]=1)[CH2:9][NH:8][CH2:16]2, predict the reactants needed to synthesize it. The reactants are: C(OC([N:8]1[CH2:16][C:15]2[C:10](=[CH:11][CH:12]=[C:13]([CH2:17][C:18]([F:21])([F:20])[F:19])[CH:14]=2)[CH2:9]1)=O)(C)(C)C.[ClH:22]. (4) Given the product [NH2:1][C:2]1[N:7]=[C:6]2[N:8]([CH3:21])[N:9]=[C:10]([C:11]3[CH:12]=[C:13]([CH:16]=[CH:17][C:18]=3[O:19][CH3:20])[C:14]([OH:28])=[O:15])[C:5]2=[CH:4][N:3]=1, predict the reactants needed to synthesize it. The reactants are: [NH2:1][C:2]1[N:7]=[C:6]2[N:8]([CH3:21])[N:9]=[C:10]([C:11]3[CH:12]=[C:13]([CH:16]=[CH:17][C:18]=3[O:19][CH3:20])[CH:14]=[O:15])[C:5]2=[CH:4][N:3]=1.CC(=CC)C.Cl([O-])=[O:28].[Na+].P([O-])(O)(O)=O.[Na+]. (5) Given the product [Cl:8][C:6]1[C:5](=[O:9])[N:4]([CH2:10][CH2:11][C:12]2[CH:17]=[CH:16][C:15]([C:18]([O:20][CH3:21])=[O:19])=[CH:14][CH:13]=2)[C:3]([C:22](=[O:24])[NH:32][C:34]2[CH:6]=[CH:7][CH:2]=[C:3]([CH2:25][CH3:26])[CH:22]=2)=[C:2]([Cl:1])[CH:7]=1, predict the reactants needed to synthesize it. The reactants are: [Cl:1][C:2]1[CH:7]=[C:6]([Cl:8])[C:5](=[O:9])[N:4]([CH2:10][CH2:11][C:12]2[CH:17]=[CH:16][C:15]([C:18]([O:20][CH3:21])=[O:19])=[CH:14][CH:13]=2)[C:3]=1[C:22]([OH:24])=O.[C:25](Cl)(=O)[C:26](Cl)=O.C[N:32]([CH:34]=O)C.